From a dataset of Catalyst prediction with 721,799 reactions and 888 catalyst types from USPTO. Predict which catalyst facilitates the given reaction. (1) Reactant: ON1C2C=CC=CC=2N=N1.Cl.CN(C)CCCN=C=NCC.Cl.[CH3:24][O:25][CH:26]1[CH2:29][NH:28][CH2:27]1.[CH3:30][C:31]1[CH:32]=[CH:33][C:34]([C:37]2[N:41]([C:42]3[CH:43]=[N:44][CH:45]=[CH:46][CH:47]=3)[N:40]=[C:39]([C:48](O)=[O:49])[CH:38]=2)=[N:35][CH:36]=1. Product: [CH3:30][C:31]1[CH:32]=[CH:33][C:34]([C:37]2[N:41]([C:42]3[CH:43]=[N:44][CH:45]=[CH:46][CH:47]=3)[N:40]=[C:39]([C:48]([N:28]3[CH2:29][CH:26]([O:25][CH3:24])[CH2:27]3)=[O:49])[CH:38]=2)=[N:35][CH:36]=1. The catalyst class is: 236. (2) The catalyst class is: 3. Product: [ClH:17].[N:27]12[CH2:16][CH2:15][CH:24]([CH2:19][CH2:20]1)[C@@H:23]([NH:25][C:12]([C:9]1[S:10][C:11]3[C:3]([C:1]#[N:2])=[CH:4][CH:5]=[CH:6][C:7]=3[CH:8]=1)=[O:14])[CH2:22]2. Reactant: [C:1]([C:3]1[C:11]2[S:10][C:9]([C:12]([OH:14])=O)=[CH:8][C:7]=2[CH:6]=[CH:5][CH:4]=1)#[N:2].[CH2:15](Cl)[CH2:16][Cl:17].[CH:19]1[CH:20]=C[C:22]2[N:27](O)N=[N:25][C:23]=2[CH:24]=1.C(N(CC)CC)C. (3) Reactant: [Cl:1][C:2]1[CH:10]=[C:9]2[C:5]([CH2:6][C:7](=[O:11])[NH:8]2)=[C:4]([F:12])[CH:3]=1.[Cl:13][C:14]1[C:15]([F:22])=[C:16]([CH:19]=[CH:20][CH:21]=1)[CH:17]=O.N1CCCCC1. Product: [Cl:1][C:2]1[CH:10]=[C:9]2[C:5](/[C:6](=[CH:17]/[C:16]3[CH:19]=[CH:20][CH:21]=[C:14]([Cl:13])[C:15]=3[F:22])/[C:7](=[O:11])[NH:8]2)=[C:4]([F:12])[CH:3]=1. The catalyst class is: 5. (4) Reactant: O.[NH2:2][NH2:3].[N-:4]=[C:5]=[S:6].[Cl:7][C:8]1[CH:9]=[CH:10][CH:11]=[CH:12][C:13]=1[Cl:14]. Product: [Cl:7][C:8]1[CH:9]=[C:10]([NH:2][NH:3][NH:4][CH:5]=[S:6])[CH:11]=[CH:12][C:13]=1[Cl:14]. The catalyst class is: 8. (5) Reactant: Cl[C:2]1[NH:3][C:4]2[N:5]([N:9]=[C:10]([CH3:24])[C:11]=2[CH2:12][C:13]2[CH:18]=[CH:17][CH:16]=[C:15]([C:19]([F:22])([F:21])[F:20])[C:14]=2[CH3:23])[C:6](=[O:8])[CH:7]=1.[CH3:25][CH:26]1[O:31][CH2:30][CH2:29][NH:28][CH2:27]1. Product: [CH3:24][C:10]1[C:11]([CH2:12][C:13]2[CH:18]=[CH:17][CH:16]=[C:15]([C:19]([F:22])([F:21])[F:20])[C:14]=2[CH3:23])=[C:4]2[N:3]=[C:2]([N:28]3[CH2:29][CH2:30][O:31][CH:26]([CH3:25])[CH2:27]3)[CH:7]=[C:6]([OH:8])[N:5]2[N:9]=1. The catalyst class is: 162. (6) Reactant: ClC(Cl)(O[C:5](=[O:11])OC(Cl)(Cl)Cl)Cl.[NH2:13][C:14]1[CH:15]=[C:16]2[C:20](=[CH:21][CH:22]=1)[CH2:19][N:18]([C:23]([O:25][C:26]([CH3:29])([CH3:28])[CH3:27])=[O:24])[CH2:17]2.C(N(C(C)C)CC)(C)C.[CH2:39]1[C:47]2[C:42](=[CH:43][CH:44]=[CH:45][CH:46]=2)[CH2:41][NH:40]1. Product: [CH2:39]1[C:47]2[C:42](=[CH:43][CH:44]=[CH:45][CH:46]=2)[CH2:41][N:40]1[C:5]([NH:13][C:14]1[CH:15]=[C:16]2[C:20](=[CH:21][CH:22]=1)[CH2:19][N:18]([C:23]([O:25][C:26]([CH3:29])([CH3:28])[CH3:27])=[O:24])[CH2:17]2)=[O:11]. The catalyst class is: 4. (7) Reactant: [CH2:1]([N:8]1[CH:16]=[N:15][C:14]2[C:9]1=[N:10][C:11]([NH:18][CH2:19][C:20]([O:22][CH3:23])=[O:21])=[N:12][C:13]=2[NH2:17])[C:2]1[CH:7]=[CH:6][CH:5]=[CH:4][CH:3]=1.[Br:24]Br. Product: [CH2:1]([N:8]1[C:16]([Br:24])=[N:15][C:14]2[C:9]1=[N:10][C:11]([NH:18][CH2:19][C:20]([O:22][CH3:23])=[O:21])=[N:12][C:13]=2[NH2:17])[C:2]1[CH:7]=[CH:6][CH:5]=[CH:4][CH:3]=1. The catalyst class is: 4. (8) Reactant: [CH3:1][N:2]([CH3:7])[CH2:3][C:4]([NH2:6])=[O:5].Cl[C:9]1[CH:14]=[C:13]([O:15][C:16]2[C:21]([F:22])=[CH:20][C:19]([NH:23][C:24]([C:26]3([C:29]([NH:31][C:32]4[CH:37]=[CH:36][C:35]([F:38])=[CH:34][CH:33]=4)=[O:30])[CH2:28][CH2:27]3)=[O:25])=[C:18]([F:39])[CH:17]=2)[CH:12]=[CH:11][N:10]=1.C(=O)([O-])[O-].[Cs+].[Cs+].CC1(C)C2C(=C(P(C3C=CC=CC=3)C3C=CC=CC=3)C=CC=2)OC2C(P(C3C=CC=CC=3)C3C=CC=CC=3)=CC=CC1=2. Product: [CH3:1][N:2]([CH3:7])[CH2:3][C:4]([NH:6][C:9]1[CH:14]=[C:13]([O:15][C:16]2[C:21]([F:22])=[CH:20][C:19]([NH:23][C:24]([C:26]3([C:29]([NH:31][C:32]4[CH:33]=[CH:34][C:35]([F:38])=[CH:36][CH:37]=4)=[O:30])[CH2:28][CH2:27]3)=[O:25])=[C:18]([F:39])[CH:17]=2)[CH:12]=[CH:11][N:10]=1)=[O:5]. The catalyst class is: 160. (9) Reactant: [CH2:1]([C:9]1([CH2:22][CH2:23][CH2:24][CH2:25][CH2:26][CH2:27][CH2:28][CH3:29])[C:21]2[CH:20]=[CH:19][CH:18]=[CH:17][C:16]=2[C:15]2[C:10]1=[CH:11][CH:12]=[CH:13][CH:14]=2)[CH2:2][CH2:3][CH2:4][CH2:5][CH2:6][CH2:7][CH3:8].C([Li])CCC.[C:35](=[O:37])=[O:36].Cl. Product: [CH2:22]([C:9]1([CH2:1][CH2:2][CH2:3][CH2:4][CH2:5][CH2:6][CH2:7][CH3:8])[C:21]2[CH:20]=[C:19]([C:35]([OH:37])=[O:36])[CH:18]=[CH:17][C:16]=2[C:15]2[C:10]1=[CH:11][CH:12]=[CH:13][CH:14]=2)[CH2:23][CH2:24][CH2:25][CH2:26][CH2:27][CH2:28][CH3:29]. The catalyst class is: 7. (10) Reactant: C([N:8]1[CH2:23][CH2:22][C:11]2([NH:20][C:19](=[O:21])[C:18]3[C:13](=[CH:14][CH:15]=[CH:16][CH:17]=3)[NH:12]2)[CH2:10][CH2:9]1)C1C=CC=CC=1. Product: [NH:12]1[C:13]2[C:18](=[CH:17][CH:16]=[CH:15][CH:14]=2)[C:19](=[O:21])[NH:20][C:11]21[CH2:22][CH2:23][NH:8][CH2:9][CH2:10]2. The catalyst class is: 129.